The task is: Predict the reactants needed to synthesize the given product.. This data is from Full USPTO retrosynthesis dataset with 1.9M reactions from patents (1976-2016). (1) Given the product [CH3:1][C:2]1[C:6]([C:7]2[CH:16]=[C:15]3[C:10]([C:11]([OH:22])=[C:12]([C:17]([OH:19])=[O:18])[CH:13]=[N:14]3)=[CH:9][C:8]=2[O:23][CH3:24])=[C:5]([CH3:25])[O:4][N:3]=1, predict the reactants needed to synthesize it. The reactants are: [CH3:1][C:2]1[C:6]([C:7]2[CH:16]=[C:15]3[C:10]([C:11]([OH:22])=[C:12]([C:17]([O:19]CC)=[O:18])[CH:13]=[N:14]3)=[CH:9][C:8]=2[O:23][CH3:24])=[C:5]([CH3:25])[O:4][N:3]=1.[OH-].[Na+]. (2) Given the product [CH2:5]([O:7][C:8](=[O:34])[C@@H:9]1[CH2:13][C:12](=[O:14])[CH2:11][N:10]1[C:15]([C:28]1[CH:33]=[CH:32][CH:31]=[CH:30][CH:29]=1)([C:16]1[CH:17]=[CH:18][CH:19]=[CH:20][CH:21]=1)[C:22]1[CH:27]=[CH:26][CH:25]=[CH:24][CH:23]=1)[CH3:6], predict the reactants needed to synthesize it. The reactants are: CC(C)=O.[CH2:5]([O:7][C:8](=[O:34])[C@@H:9]1[CH2:13][C@@H:12]([OH:14])[CH2:11][N:10]1[C:15]([C:28]1[CH:33]=[CH:32][CH:31]=[CH:30][CH:29]=1)([C:22]1[CH:27]=[CH:26][CH:25]=[CH:24][CH:23]=1)[C:16]1[CH:21]=[CH:20][CH:19]=[CH:18][CH:17]=1)[CH3:6].C(N(CC)CC)C.O. (3) Given the product [CH3:9][C:10]1[N:15]=[C:14]([S:16][CH2:2][C:3]2[S:7][CH:6]=[N:5][C:4]=2[CH3:8])[N:13]=[C:12]([OH:17])[CH:11]=1, predict the reactants needed to synthesize it. The reactants are: Cl[CH2:2][C:3]1[S:7][CH:6]=[N:5][C:4]=1[CH3:8].[CH3:9][C:10]1[N:15]=[C:14]([SH:16])[N:13]=[C:12]([OH:17])[CH:11]=1.C(=O)([O-])[O-].[K+].[K+]. (4) Given the product [Br:1][C:2]1[CH:15]=[CH:14][C:13]2[O:12][C@@H:11]3[C@H:6]([CH2:7][N:8]([CH2:16][C:17]4[CH:22]=[CH:21][C:20]([O:23][CH3:24])=[CH:19][CH:18]=4)[CH2:9][CH2:10]3)[C:5](=[CH2:26])[C:4]=2[CH:3]=1, predict the reactants needed to synthesize it. The reactants are: [Br:1][C:2]1[CH:15]=[CH:14][C:13]2[O:12][C@@H:11]3[C@H:6]([CH2:7][N:8]([CH2:16][C:17]4[CH:22]=[CH:21][C:20]([O:23][CH3:24])=[CH:19][CH:18]=4)[CH2:9][CH2:10]3)[C:5](=O)[C:4]=2[CH:3]=1.[C:26]1(C)C=CC=CC=1. (5) Given the product [F:3][C:4]1[CH:9]=[C:8]([F:10])[CH:7]=[CH:6][C:5]=1[C:11]1[N:12]=[N:13][N:14]2[C:19]=1[CH2:18][O:17][C@H:16]1[CH2:20][N:21]([C:38]([C:37]3[CH:36]=[C:35]([CH3:41])[O:34][C:33]=3[CH3:32])=[O:39])[CH2:22][C@H:15]21, predict the reactants needed to synthesize it. The reactants are: Cl.Cl.[F:3][C:4]1[CH:9]=[C:8]([F:10])[CH:7]=[CH:6][C:5]=1[C:11]1[N:12]=[N:13][N:14]2[C:19]=1[CH2:18][O:17][C@H:16]1[CH2:20][NH:21][CH2:22][C@H:15]21.CCN(C(C)C)C(C)C.[CH3:32][C:33]1[O:34][C:35]([CH3:41])=[CH:36][C:37]=1[C:38](Cl)=[O:39]. (6) Given the product [CH:1]1[C:10]2[C:5](=[CH:6][C:7]([C:11]3[N:12]=[N:13][NH:14][C:15]=3[CH2:16][C@@H:17]([NH2:25])[CH2:18][C:19]3[CH:20]=[CH:21][CH:22]=[CH:23][CH:24]=3)=[CH:8][CH:9]=2)[CH:4]=[CH:3][N:2]=1, predict the reactants needed to synthesize it. The reactants are: [CH:1]1[C:10]2[C:5](=[CH:6][C:7]([C:11]3[N:12]=[N:13][NH:14][C:15]=3[CH2:16][C@@H:17]([NH:25]C(OC(C)(C)C)=O)[CH2:18][C:19]3[CH:24]=[CH:23][CH:22]=[CH:21][CH:20]=3)=[CH:8][CH:9]=2)[CH:4]=[CH:3][N:2]=1.N(C[C@@H](NC(OC(C)(C)C)=O)CC1C=CC=CC=1)=[N+]=[N-].C(C1C=C2C(=CC=1)C=NC=C2)#C.O=C1O[C@H]([C@H](CO)O)C([O-])=C1O.[Na+]. (7) Given the product [CH2:1]([O:3][P:4]([O:19][CH2:20][CH3:21])([O:6][C:7]1[CH:8]=[CH:9][C:10](/[C:13](/[CH3:18])=[CH:14]/[C:15]([O:17][C:28]2[C:27]([Cl:30])=[C:26]([Cl:31])[C:25]([Cl:32])=[C:24]([Cl:33])[C:23]=2[Cl:22])=[O:16])=[CH:11][CH:12]=1)=[O:5])[CH3:2], predict the reactants needed to synthesize it. The reactants are: [CH2:1]([O:3][P:4]([O:19][CH2:20][CH3:21])([O:6][C:7]1[CH:12]=[CH:11][C:10](/[C:13](/[CH3:18])=[CH:14]/[C:15]([OH:17])=[O:16])=[CH:9][CH:8]=1)=[O:5])[CH3:2].[Cl:22][C:23]1[C:28](O)=[C:27]([Cl:30])[C:26]([Cl:31])=[C:25]([Cl:32])[C:24]=1[Cl:33].C1CCC(N=C=NC2CCCCC2)CC1. (8) Given the product [Br:1][C:2]1[C:3]([O:5][CH2:6][C:7]=1[C:14]1[CH:15]=[CH:16][C:11]([S:10][CH3:9])=[CH:12][CH:13]=1)=[O:4], predict the reactants needed to synthesize it. The reactants are: [Br:1][C:2]1[C:3]([O:5][CH2:6][C:7]=1Br)=[O:4].[CH3:9][S:10][C:11]1[CH:16]=[CH:15][C:14](B(O)O)=[CH:13][CH:12]=1.[F-].[Cs+]. (9) The reactants are: [NH2:1][C:2]1[C:3]([C:21](=[O:23])[NH2:22])=[N:4][C:5]([C:8]2[CH2:9][CH2:10][N:11]([C:14]([O:16][C:17]([CH3:20])([CH3:19])[CH3:18])=[O:15])[CH2:12][CH:13]=2)=[N:6][CH:7]=1. Given the product [NH2:1][C:2]1[C:3]([C:21](=[O:23])[NH2:22])=[N:4][C:5]([CH:8]2[CH2:9][CH2:10][N:11]([C:14]([O:16][C:17]([CH3:18])([CH3:19])[CH3:20])=[O:15])[CH2:12][CH2:13]2)=[N:6][CH:7]=1, predict the reactants needed to synthesize it.